From a dataset of Catalyst prediction with 721,799 reactions and 888 catalyst types from USPTO. Predict which catalyst facilitates the given reaction. (1) Reactant: [C:1]1([S:7]([C:9]2[CH:14]=[CH:13][CH:12]=[CH:11][CH:10]=2)=O)[CH:6]=[CH:5][CH:4]=[CH:3][CH:2]=1.[F:15][C:16]([F:26])([F:25])[S:17]([O:20][Si](C)(C)C)(=[O:19])=[O:18].CCO[CH2:30][CH3:31]. Product: [O-:20][S:17]([C:16]([F:26])([F:25])[F:15])(=[O:19])=[O:18].[C:1]1([S+:7]([C:31]2[CH:30]=[CH:3][CH:2]=[CH:1][CH:6]=2)[C:9]2[CH:14]=[CH:13][CH:12]=[C:11]([C:16]([F:26])([F:25])[F:15])[CH:10]=2)[CH:6]=[CH:5][CH:4]=[CH:3][CH:2]=1. The catalyst class is: 2. (2) Reactant: [CH:1]([Si:4]([CH:44]([CH3:46])[CH3:45])([CH:41]([CH3:43])[CH3:42])[N:5]1[C:13]2[C:8](=[C:9]([C:14]3[CH:19]=[CH:18][N:17]=[C:16]4[N:20]([CH2:33][O:34][CH2:35][CH2:36][Si:37]([CH3:40])([CH3:39])[CH3:38])[C:21]([C:23]5[CH:24]=[C:25]([S:29]([NH2:32])(=[O:31])=[O:30])[CH:26]=[CH:27][CH:28]=5)=[CH:22][C:15]=34)[CH:10]=[CH:11][CH:12]=2)[CH:7]=[CH:6]1)([CH3:3])[CH3:2].C([O-])([O-])=O.[Cs+].[Cs+].[CH2:53](Br)[C:54]1[CH:59]=[CH:58][CH:57]=[CH:56][CH:55]=1. Product: [CH2:53]([NH:32][S:29]([C:25]1[CH:26]=[CH:27][CH:28]=[C:23]([C:21]2[N:20]([CH2:33][O:34][CH2:35][CH2:36][Si:37]([CH3:40])([CH3:39])[CH3:38])[C:16]3=[N:17][CH:18]=[CH:19][C:14]([C:9]4[CH:10]=[CH:11][CH:12]=[C:13]5[C:8]=4[CH:7]=[CH:6][N:5]5[Si:4]([CH:1]([CH3:3])[CH3:2])([CH:41]([CH3:43])[CH3:42])[CH:44]([CH3:46])[CH3:45])=[C:15]3[CH:22]=2)[CH:24]=1)(=[O:30])=[O:31])[C:54]1[CH:59]=[CH:58][CH:57]=[CH:56][CH:55]=1. The catalyst class is: 3. (3) Reactant: [C:1]1([N:7]2[CH2:12][CH2:11][CH2:10][CH2:9][C:8]2=[O:13])[CH:6]=[CH:5][CH:4]=[CH:3][CH:2]=1.C[Si]([N-][Si](C)(C)C)(C)C.[Li+].Cl[C:25]([O:27][CH2:28][CH3:29])=[O:26]. Product: [O:13]=[C:8]1[CH:9]([C:25]([O:27][CH2:28][CH3:29])=[O:26])[CH2:10][CH2:11][CH2:12][N:7]1[C:1]1[CH:2]=[CH:3][CH:4]=[CH:5][CH:6]=1. The catalyst class is: 1. (4) Product: [CH3:8][CH:7]([CH3:9])[CH2:6][CH:5]([C:10]1[CH:11]=[C:12]([C:23]2[CH:28]=[CH:27][C:26]([C:29]([F:31])([F:32])[F:30])=[CH:25][CH:24]=2)[CH:13]=[C:14]([CH:16]2[CH2:21][CH2:20][CH2:19][CH:18]([CH3:22])[NH:17]2)[CH:15]=1)[C:4]([OH:33])=[O:3]. The catalyst class is: 14. Reactant: C([O:3][C:4](=[O:33])[CH:5]([C:10]1[CH:11]=[C:12]([C:23]2[CH:28]=[CH:27][C:26]([C:29]([F:32])([F:31])[F:30])=[CH:25][CH:24]=2)[CH:13]=[C:14]([CH:16]2[CH2:21][CH2:20][CH2:19][CH:18]([CH3:22])[NH:17]2)[CH:15]=1)[CH2:6][CH:7]([CH3:9])[CH3:8])C.[OH-].[K+]. (5) Reactant: C[O:2][C:3]([C:5]1([CH2:24][C:25]([O:27]C)=[O:26])[O:9][N:8]=[C:7]([C:10]2[CH:15]=[CH:14][C:13]([O:16][CH3:17])=[C:12]([O:18][CH:19]3[CH2:23][CH2:22][CH2:21][CH2:20]3)[CH:11]=2)[CH2:6]1)=[O:4].O1CCCC1.[OH-].[Li+].Cl. Product: [C:25]([CH2:24][C:5]1([C:3]([OH:4])=[O:2])[O:9][N:8]=[C:7]([C:10]2[CH:15]=[CH:14][C:13]([O:16][CH3:17])=[C:12]([O:18][CH:19]3[CH2:20][CH2:21][CH2:22][CH2:23]3)[CH:11]=2)[CH2:6]1)([OH:27])=[O:26]. The catalyst class is: 6. (6) Reactant: [CH3:1][N:2]([CH3:20])[CH2:3][CH2:4][N:5]1[C:14]2[C:9](=[CH:10][C:11]([I:15])=[CH:12][CH:13]=2)[C:8](=[O:16])[C:7]([C:17]([O-:19])=[O:18])=[CH:6]1.[OH-].[Na+]. Product: [CH3:1][N:2]([CH3:20])[CH2:3][CH2:4][N:5]1[C:14]2[C:9](=[CH:10][C:11]([I:15])=[CH:12][CH:13]=2)[C:8](=[O:16])[C:7]([C:17]([OH:19])=[O:18])=[CH:6]1. The catalyst class is: 20. (7) Reactant: [CH2:1]([O:3][C:4]([N:6]1[C:15]2[C:10](=[CH:11][C:12]([C:16]([F:19])([F:18])[F:17])=[CH:13][CH:14]=2)[C:9](I)=[CH:8][CH:7]1[CH2:21][CH3:22])=[O:5])[CH3:2].C(OC(N1C2C(=CC(C(F)(F)F)=CC=2)C(I)=C[C@H]1CC)=O)C.C([Li])CCC.[F:50][C:51]([F:65])([F:64])[C:52]1[CH:53]=[C:54]([CH:57]=[C:58]([C:60]([F:63])([F:62])[F:61])[CH:59]=1)[CH:55]=[O:56].Cl. Product: [CH2:1]([O:3][C:4]([N:6]1[C:15]2[C:10](=[CH:11][C:12]([C:16]([F:19])([F:18])[F:17])=[CH:13][CH:14]=2)[C:9]([CH:55]([C:54]2[CH:57]=[C:58]([C:60]([F:61])([F:62])[F:63])[CH:59]=[C:52]([C:51]([F:50])([F:64])[F:65])[CH:53]=2)[OH:56])=[CH:8][CH:7]1[CH2:21][CH3:22])=[O:5])[CH3:2]. The catalyst class is: 30.